This data is from Reaction yield outcomes from USPTO patents with 853,638 reactions. The task is: Predict the reaction yield, written as a fraction of the theoretical maximum amount of product (1.0 means a 100% yield; for example, 0.34 means a 34% yield). (1) The reactants are [C:1]([C:3]1[CH:10]=[CH:9][C:6]([CH:7]=O)=[CH:5][CH:4]=1)#[N:2].[CH3:11][O:12][C:13]1[CH:14]=[C:15]([CH:19]=[CH:20][C:21]=1[O:22][CH3:23])[CH2:16][C:17]#[N:18]. No catalyst specified. The product is [C:17](/[C:16](/[C:15]1[CH:19]=[CH:20][C:21]([O:22][CH3:23])=[C:13]([O:12][CH3:11])[CH:14]=1)=[CH:7]\[C:6]1[CH:9]=[CH:10][C:3]([C:1]#[N:2])=[CH:4][CH:5]=1)#[N:18]. The yield is 0.770. (2) The reactants are [C:1]1([CH3:28])[CH:6]=[CH:5][CH:4]=[CH:3][C:2]=1[O:7][C:8]1[CH:13]=[CH:12][CH:11]=[CH:10][C:9]=1[C@:14]([C@@H:22]1[CH2:27][CH2:26][CH2:25][NH:24][CH2:23]1)([OH:21])[CH2:15][CH2:16][CH2:17][CH2:18][O:19][CH3:20].[NH2:29][C:30]1[CH:35]=[C:34]([C:36](O)=[O:37])[CH:33]=[CH:32][N:31]=1.CCN(C(C)C)C(C)C.CN(C(ON1N=NC2C=CC=CC1=2)=[N+](C)C)C.F[P-](F)(F)(F)(F)F.C(O)(C(F)(F)F)=O. The catalyst is CN(C=O)C. The product is [C:1]1([CH3:28])[CH:6]=[CH:5][CH:4]=[CH:3][C:2]=1[O:7][C:8]1[CH:13]=[CH:12][CH:11]=[CH:10][C:9]=1[C@:14]([C@@H:22]1[CH2:27][CH2:26][CH2:25][N:24]([C:36]([C:34]2[CH:33]=[CH:32][N:31]=[C:30]([NH2:29])[CH:35]=2)=[O:37])[CH2:23]1)([OH:21])[CH2:15][CH2:16][CH2:17][CH2:18][O:19][CH3:20]. The yield is 0.950. (3) The catalyst is CC(C)=O.O.[Zn]. The product is [NH2:1][C:4]1[CH:5]=[N:6][N:7]([CH2:27][O:28][CH2:29][CH2:30][Si:31]([CH3:33])([CH3:34])[CH3:32])[C:8]=1[C:9]1[CH:10]=[C:11]([C@@H:15]([NH:19][C:20](=[O:26])[O:21][C:22]([CH3:23])([CH3:24])[CH3:25])[CH2:16][CH:17]=[CH2:18])[CH:12]=[CH:13][CH:14]=1. The reactants are [N+:1]([C:4]1[CH:5]=[N:6][N:7]([CH2:27][O:28][CH2:29][CH2:30][Si:31]([CH3:34])([CH3:33])[CH3:32])[C:8]=1[C:9]1[CH:10]=[C:11]([C@@H:15]([NH:19][C:20](=[O:26])[O:21][C:22]([CH3:25])([CH3:24])[CH3:23])[CH2:16][CH:17]=[CH2:18])[CH:12]=[CH:13][CH:14]=1)([O-])=O.[NH4+].[Cl-]. The yield is 0.910. (4) The reactants are ClC(Cl)(Cl)C(Cl)(Cl)Cl.[F:9][C:10]1[CH:11]=[CH:12][C:13]([NH:16][NH:17][C:18]([C:20]2([N:25]([CH3:27])[CH3:26])[CH2:24][CH2:23][CH2:22][CH2:21]2)=O)=[N:14][CH:15]=1.C(N(CC)CC)C.C1(P(C2C=CC=CC=2)C2C=CC=CC=2)C=CC=CC=1. The catalyst is C1COCC1. The product is [F:9][C:10]1[CH:11]=[CH:12][C:13]2[N:14]([C:18]([C:20]3([N:25]([CH3:27])[CH3:26])[CH2:24][CH2:23][CH2:22][CH2:21]3)=[N:17][N:16]=2)[CH:15]=1. The yield is 0.790. (5) The reactants are [CH3:1][N:2]1[CH2:7][CH2:6][CH2:5][C@@H:4]([CH2:8][OH:9])[CH2:3]1.Cl[N:11]([C:19]1[C:28]2[C:23](=[CH:24][C:25](O)=[C:26]([O:29][CH3:30])[CH:27]=2)[N:22]=[CH:21][N:20]=1)[C:12]1[CH:17]=[CH:16][CH:15]=[CH:14][C:13]=1[F:18].C1(P(C2C=CC=CC=2)C2C=CC=CC=2)C=CC=CC=1.N(C(OCC)=O)=NC(OCC)=O.C(Cl)[Cl:64]. No catalyst specified. The product is [Cl:64][C:15]1[CH:16]=[CH:17][C:12]([NH:11][C:19]2[C:28]3[C:23](=[CH:24][C:25]([O:9][CH2:8][C@@H:4]4[CH2:5][CH2:6][CH2:7][N:2]([CH3:1])[CH2:3]4)=[C:26]([O:29][CH3:30])[CH:27]=3)[N:22]=[CH:21][N:20]=2)=[C:13]([F:18])[CH:14]=1. The yield is 0.520. (6) The reactants are Cl[C:2]1[C:3]2[CH:11]=[CH:10][NH:9][C:4]=2[N:5]=[C:6]([CH3:8])[N:7]=1.C[C:13]1[C:21]2[C:20](N)=[N:19][CH:18]=N[C:16]=2[O:15][CH:14]=1.Cl.[CH:24](O)(C)[CH3:25]. No catalyst specified. The product is [CH3:16][O:15][C:14]1[CH:13]=[CH:21][C:20]([N:19]([CH3:18])[C:2]2[C:3]3[CH:11]=[CH:10][NH:9][C:4]=3[N:5]=[C:6]([CH3:8])[N:7]=2)=[CH:25][CH:24]=1. The yield is 0.800. (7) The reactants are [CH3:1][O:2][C:3]1[CH:37]=[CH:36][C:6]([CH2:7][N:8]2[C:12]3[N:13]=[CH:14][CH:15]=[C:16]([N:17]([C:26]4[CH:31]=[CH:30][C:29]([N+:32]([O-])=O)=[CH:28][C:27]=4[F:35])[CH2:18][CH2:19][N:20]4[CH2:25][CH2:24][O:23][CH2:22][CH2:21]4)[C:11]=3[CH:10]=[N:9]2)=[CH:5][CH:4]=1. The catalyst is CCO. The product is [CH3:1][O:2][C:3]1[CH:4]=[CH:5][C:6]([CH2:7][N:8]2[C:12]3=[N:13][CH:14]=[CH:15][C:16]([N:17]([CH2:18][CH2:19][N:20]4[CH2:25][CH2:24][O:23][CH2:22][CH2:21]4)[C:26]4[CH:31]=[CH:30][C:29]([NH2:32])=[CH:28][C:27]=4[F:35])=[C:11]3[CH:10]=[N:9]2)=[CH:36][CH:37]=1. The yield is 0.920. (8) The reactants are F[C:2]1[CH:3]=[CH:4][C:5]([CH:8]=[O:9])=[N:6][CH:7]=1.Cl.[CH3:11][NH:12][CH3:13].CCN(C(C)C)C(C)C. The catalyst is O1CCCC1.C(Cl)Cl. The product is [CH3:11][N:12]([CH3:13])[C:2]1[CH:3]=[CH:4][C:5]([CH:8]=[O:9])=[N:6][CH:7]=1. The yield is 0.750. (9) The reactants are [F:1][C:2]([F:12])([C:6]1[CH:11]=[CH:10][CH:9]=[CH:8][CH:7]=1)[CH2:3][CH2:4][OH:5].O[C:14]1[CH:19]=[CH:18][C:17]([CH2:20][C:21]#[N:22])=[CH:16][CH:15]=1.C1(P(C2C=CC=CC=2)C2C=CC=CC=2)C=CC=CC=1.N(C(OCC)=O)=NC(OCC)=O. The catalyst is O1CCCC1. The product is [F:1][C:2]([F:12])([C:6]1[CH:11]=[CH:10][CH:9]=[CH:8][CH:7]=1)[CH2:3][CH2:4][O:5][C:14]1[CH:19]=[CH:18][C:17]([CH2:20][C:21]#[N:22])=[CH:16][CH:15]=1. The yield is 0.310. (10) The reactants are [F:1][CH:2]([F:43])[O:3][C:4]1[CH:5]=[C:6]([NH:10][C:11]2[C:16]([C:17]3[N:22]=[C:21]([CH3:23])[N:20]=[C:19]([N:24](CC4C=CC(OC)=CC=4)CC4C=CC(OC)=CC=4)[N:18]=3)=[CH:15][CH:14]=[CH:13][N:12]=2)[CH:7]=[CH:8][CH:9]=1. The catalyst is C(O)(C(F)(F)F)=O.CS(C)=O. The product is [F:43][CH:2]([F:1])[O:3][C:4]1[CH:5]=[C:6]([NH:10][C:11]2[C:16]([C:17]3[N:22]=[C:21]([CH3:23])[N:20]=[C:19]([NH2:24])[N:18]=3)=[CH:15][CH:14]=[CH:13][N:12]=2)[CH:7]=[CH:8][CH:9]=1. The yield is 0.0337.